This data is from Experimentally validated miRNA-target interactions with 360,000+ pairs, plus equal number of negative samples. The task is: Binary Classification. Given a miRNA mature sequence and a target amino acid sequence, predict their likelihood of interaction. (1) The miRNA is cel-miR-796 with sequence UGGAAUGUAGUUGAGGUUAGUAA. The protein sequence of the target gene is METLQMKEAALVYLDRSGGLQKFIDDCKSYNDSKQSYAVYRFSILIDPCDVVELDADLGNHILHHPLKAARVFQSVCFVAVKTLSLIGQLQTETQINIVLKLTHLPALPSYTLDLCEFPLNYASQRFYMMQGIVIAMTTITKYTQGARFLCSDGVCPLSKGFQYVRVHVPGATESATVRNDFLCSLCSSSLQEDRKFRVLGDKQIVEIITTKMFHAFQGDSKNQPFRFQSLGIFLRDELVNKMKIGNEYKIIGIPVCVKTSQTALCVEANNITPHTAKVPLGISDNFRRLLSLTSSSCWK.... Result: 0 (no interaction). (2) The miRNA is hsa-miR-6779-5p with sequence CUGGGAGGGGCUGGGUUUGGC. The protein sequence of the target gene is MNSPGGRGKKKGSGGASNPVPPRPPPPCLAPAPPAAGPAPPPESPHKRNLYYFSYPLFVGFALLRLVAFHLGLLFVWLCQRFSRALMAAKRSSGAAPAPASASAPAPVPGGEAERVRVFHKQAFEYISIALRIDEDEKAGQKEQAVEWYKKGIEELEKGIAVIVTGQGEQCERARRLQAKMMTNLVMAKDRLQLLEKMQPVLPFSKSQTDVYNDSTNLACRNGHLQSESGAVPKRKDPLTHTSNSLPRSKTVMKTGSAGLSGHHRAPSYSGLSMVSGVKQGSGPAPTTHKGTPKTNRTNK.... Result: 1 (interaction).